From a dataset of Full USPTO retrosynthesis dataset with 1.9M reactions from patents (1976-2016). Predict the reactants needed to synthesize the given product. (1) Given the product [NH:33]1[C:34]2[C:30](=[C:29]([CH2:28][NH:27][C:26]([C:19]3[S:18][C:17]([C:15]([NH:14][C@@H:4]([CH2:5][NH:6][C:7]([C:9]4[S:10][CH:11]=[CH:12][CH:13]=4)=[O:8])[C:3]([OH:39])=[O:2])=[O:16])=[C:21]([C:22]([F:23])([F:25])[F:24])[CH:20]=3)=[O:38])[CH:37]=[CH:36][CH:35]=2)[CH:31]=[CH:32]1, predict the reactants needed to synthesize it. The reactants are: C[O:2][C:3](=[O:39])[C@@H:4]([NH:14][C:15]([C:17]1[S:18][C:19]([C:26](=[O:38])[NH:27][CH2:28][C:29]2[CH:37]=[CH:36][CH:35]=[C:34]3[C:30]=2[CH:31]=[CH:32][NH:33]3)=[CH:20][C:21]=1[C:22]([F:25])([F:24])[F:23])=[O:16])[CH2:5][NH:6][C:7]([C:9]1[S:10][CH:11]=[CH:12][CH:13]=1)=[O:8].O.[OH-].[Li+].Cl. (2) Given the product [CH2:33]([C@@H:2]([C@@H:3]([OH:32])[CH2:4][C@H:5]([CH2:6][C:7]1[CH:12]=[CH:11][C:10]([C:13]2[CH:18]=[CH:17][CH:16]=[CH:15][N:14]=2)=[CH:9][CH:8]=1)[NH:19][C:20](=[O:21])[C@H:22]([C:23]([CH3:26])([CH3:25])[CH3:24])[NH:27][C:28](=[O:31])[O:29][CH3:30])[NH:1][C:46](=[O:47])[C@@H:45]([NH:44][C:42](=[O:43])[O:41][CH3:40])[C:49]([CH3:52])([CH3:51])[CH3:50])[C:34]1[CH:35]=[CH:36][CH:37]=[CH:38][CH:39]=1, predict the reactants needed to synthesize it. The reactants are: [NH2:1][C@@H:2]([CH2:33][C:34]1[CH:39]=[CH:38][CH:37]=[CH:36][CH:35]=1)[C@@H:3]([OH:32])[CH2:4][C@@H:5]([NH:19][C:20]([C@@H:22]([NH:27][C:28](=[O:31])[O:29][CH3:30])[C:23]([CH3:26])([CH3:25])[CH3:24])=[O:21])[CH2:6][C:7]1[CH:12]=[CH:11][C:10]([C:13]2[CH:18]=[CH:17][CH:16]=[CH:15][N:14]=2)=[CH:9][CH:8]=1.[CH3:40][O:41][C:42]([NH:44][C@@H:45]([C:49]([CH3:52])([CH3:51])[CH3:50])[C:46](O)=[O:47])=[O:43].CCOP(ON1N=NC2C=CC=CC=2C1=O)(OCC)=O.C(N(CC)C(C)C)(C)C.